This data is from Forward reaction prediction with 1.9M reactions from USPTO patents (1976-2016). The task is: Predict the product of the given reaction. (1) Given the reactants [CH3:1][O:2][C:3]1[N:8]=[C:7]([C:9](O)=[O:10])[C:6]([NH:12][C:13]([C:15]2[C:24]3[C:19](=[CH:20][CH:21]=[CH:22][CH:23]=3)[C:18]([CH2:25][N:26]3[CH:30]=[CH:29][N:28]=[N:27]3)=[CH:17][CH:16]=2)=[O:14])=[N:5][C:4]=1[NH:31][CH2:32][CH:33]1[CH2:38][CH2:37][O:36][CH2:35][CH2:34]1.C(Cl)(=O)C(Cl)=O.C(Cl)(Cl)=O.C([N:52]([CH2:56][CH3:57])C(C)C)(C)C.[CH:58]1(NC)[CH2:61]C[CH2:59]1, predict the reaction product. The product is: [CH:57]1([CH2:56][NH:52][C:9]([C:7]2[C:6]([NH:12][C:13]([C:15]3[C:24]4[C:19](=[CH:20][CH:21]=[CH:22][CH:23]=4)[C:18]([CH2:25][N:26]4[CH:30]=[CH:29][N:28]=[N:27]4)=[CH:17][CH:16]=3)=[O:14])=[N:5][C:4]([NH:31][CH2:32][CH:33]3[CH2:34][CH2:35][O:36][CH2:37][CH2:38]3)=[C:3]([O:2][CH3:1])[N:8]=2)=[O:10])[CH2:61][CH2:58][CH2:59]1. (2) Given the reactants [H-].[Na+].[Br:3][C:4]1[CH:5]=[N:6][C:7]([C:10]([NH:12][C:13]2[CH:18]=[CH:17][C:16]([F:19])=[CH:15][CH:14]=2)=[O:11])=[N:8][CH:9]=1.[CH3:20][Si:21]([CH3:28])([CH3:27])[CH2:22][CH2:23][O:24][CH2:25]Cl, predict the reaction product. The product is: [Br:3][C:4]1[CH:9]=[N:8][C:7]([C:10]([N:12]([C:13]2[CH:18]=[CH:17][C:16]([F:19])=[CH:15][CH:14]=2)[CH2:25][O:24][CH2:23][CH2:22][Si:21]([CH3:28])([CH3:27])[CH3:20])=[O:11])=[N:6][CH:5]=1.